From a dataset of Full USPTO retrosynthesis dataset with 1.9M reactions from patents (1976-2016). Predict the reactants needed to synthesize the given product. (1) The reactants are: C(OC([N:8]1[CH2:17][CH2:16][C:15]2[C:11](=[C:12](OS(C(F)(F)F)(=O)=O)[N:13]([CH:18]3[CH2:23][CH2:22][CH2:21][CH2:20][CH2:19]3)[N:14]=2)[CH2:10][CH2:9]1)=O)(C)(C)C.[C:32]([C:34]1[CH:39]=[CH:38][C:37](B(O)O)=[CH:36][CH:35]=1)#[N:33]. Given the product [CH:18]1([N:13]2[C:12]([C:37]3[CH:38]=[CH:39][C:34]([C:32]#[N:33])=[CH:35][CH:36]=3)=[C:11]3[C:15]([CH2:16][CH2:17][NH:8][CH2:9][CH2:10]3)=[N:14]2)[CH2:19][CH2:20][CH2:21][CH2:22][CH2:23]1, predict the reactants needed to synthesize it. (2) The reactants are: [NH2:1][C:2]1[O:3][CH2:4][C@@:5]2([N:27]=1)[C:18]1[CH:17]=[C:16]([OH:19])[CH:15]=[C:14]([F:20])[C:13]=1[O:12][C:11]1[C:6]2=[CH:7][C:8]([C:21]2[CH:22]=[N:23][CH:24]=[N:25][CH:26]=2)=[CH:9][CH:10]=1.C(N(CC)CC)C.[F:35][C:36]([F:55])([F:54])[S:37](N(C1C=CC=CC=1)[S:37]([C:36]([F:55])([F:54])[F:35])(=[O:39])=[O:38])(=[O:39])=[O:38]. Given the product [F:35][C:36]([F:55])([F:54])[S:37]([O:19][C:16]1[CH:17]=[C:18]2[C:13]([O:12][C:11]3[CH:10]=[CH:9][C:8]([C:21]4[CH:22]=[N:23][CH:24]=[N:25][CH:26]=4)=[CH:7][C:6]=3[C@:5]32[CH2:4][O:3][C:2]([NH2:1])=[N:27]3)=[C:14]([F:20])[CH:15]=1)(=[O:39])=[O:38], predict the reactants needed to synthesize it.